Dataset: Full USPTO retrosynthesis dataset with 1.9M reactions from patents (1976-2016). Task: Predict the reactants needed to synthesize the given product. (1) Given the product [CH2:6]([NH:13][C:14]([C:16]1[S:20][C:19]([NH:21][C:1](=[O:4])[CH2:2][CH3:3])=[N:18][C:17]=1[CH3:22])=[O:15])[C:7]1[CH:12]=[CH:11][CH:10]=[CH:9][CH:8]=1, predict the reactants needed to synthesize it. The reactants are: [C:1](Cl)(=[O:4])[CH2:2][CH3:3].[CH2:6]([NH:13][C:14]([C:16]1[S:20][C:19]([NH2:21])=[N:18][C:17]=1[CH3:22])=[O:15])[C:7]1[CH:12]=[CH:11][CH:10]=[CH:9][CH:8]=1. (2) Given the product [CH3:1][C:2]1[N:3]=[C:4]([C:8]2[C:9](=[O:16])[NH:10][C:11](=[O:14])[NH:12][CH:13]=2)[S:5][C:6]=1[CH3:7], predict the reactants needed to synthesize it. The reactants are: [CH3:1][C:2]1[N:3]=[C:4]([C:8]2[C:9]([O:16]C)=[N:10][C:11]([O:14]C)=[N:12][CH:13]=2)[S:5][C:6]=1[CH3:7].Cl. (3) Given the product [C:5]([C:4]1[CH:8]=[CH:9][C:10]([O:11][C:14]2[C:13]([Cl:12])=[CH:31][C:17]3[CH:18]=[C:19]([C:26]([OH:28])=[O:27])[CH:20]([C:22]([F:24])([F:25])[F:23])[O:21][C:16]=3[CH:15]=2)=[C:2]([Cl:1])[CH:3]=1)([OH:7])=[O:6], predict the reactants needed to synthesize it. The reactants are: [Cl:1][C:2]1[CH:3]=[C:4]([CH:8]=[CH:9][C:10]=1[OH:11])[C:5]([OH:7])=[O:6].[Cl:12][C:13]1[C:14](F)=[CH:15][C:16]2[O:21][CH:20]([C:22]([F:25])([F:24])[F:23])[C:19]([C:26]([O:28]CC)=[O:27])=[CH:18][C:17]=2[CH:31]=1.C(=O)([O-])[O-].[K+].[K+]. (4) Given the product [N:23]1([C:2]2[CH:3]=[C:4]3[C:10]([C:11]4[CH:12]=[CH:13][CH:14]=[CH:15][CH:16]=4)=[N:9][NH:8][C:5]3=[CH:6][N:7]=2)[CH:27]=[CH:26][N:25]=[CH:24]1, predict the reactants needed to synthesize it. The reactants are: Br[C:2]1[CH:3]=[C:4]2[C:10]([C:11]3[CH:16]=[CH:15][CH:14]=[CH:13][CH:12]=3)=[N:9][N:8](C3CCCCO3)[C:5]2=[CH:6][N:7]=1.[NH:23]1[CH:27]=[CH:26][N:25]=[CH:24]1.CNCCNC.C(=O)([O-])[O-].[Cs+].[Cs+]. (5) Given the product [F:42][C:2]([F:1])([F:41])[C:3]1[CH:4]=[C:5]([C@H:13]([N:15]([CH3:40])[C:16]([N:18]2[CH2:31][CH2:30][C@:21]3([N:25]([C:46]([O:49][C:3]([CH3:4])([CH3:8])[CH3:2])=[O:47])[C@H:24]([C:26]([O:28][CH3:29])=[O:27])[CH2:23][CH2:22]3)[CH2:20][C@@H:19]2[C:32]2[CH:37]=[CH:36][C:35]([F:38])=[CH:34][C:33]=2[CH3:39])=[O:17])[CH3:14])[CH:6]=[C:7]([C:9]([F:10])([F:11])[F:12])[CH:8]=1, predict the reactants needed to synthesize it. The reactants are: [F:1][C:2]([F:42])([F:41])[C:3]1[CH:4]=[C:5]([C@H:13]([N:15]([CH3:40])[C:16]([N:18]2[CH2:31][CH2:30][C@:21]3([NH:25][C@H:24]([C:26]([O:28][CH3:29])=[O:27])[CH2:23][CH2:22]3)[CH2:20][C@@H:19]2[C:32]2[CH:37]=[CH:36][C:35]([F:38])=[CH:34][C:33]=2[CH3:39])=[O:17])[CH3:14])[CH:6]=[C:7]([C:9]([F:12])([F:11])[F:10])[CH:8]=1.ClCCl.[C:46]([O-:49])(O)=[O:47].[Na+]. (6) Given the product [CH3:23][N:24]1[CH:28]=[C:27]([S:29]([NH:1][C:2]2[CH:3]=[CH:4][C:5]([O:16][C:17]3[CH:18]=[CH:19][CH:20]=[CH:21][CH:22]=3)=[C:6]([C:8]3[CH:9]=[CH:10][C:11](=[O:15])[N:12]([CH3:14])[CH:13]=3)[CH:7]=2)(=[O:31])=[O:30])[N:26]=[CH:25]1, predict the reactants needed to synthesize it. The reactants are: [NH2:1][C:2]1[CH:3]=[CH:4][C:5]([O:16][C:17]2[CH:22]=[CH:21][CH:20]=[CH:19][CH:18]=2)=[C:6]([C:8]2[CH:9]=[CH:10][C:11](=[O:15])[N:12]([CH3:14])[CH:13]=2)[CH:7]=1.[CH3:23][N:24]1[CH:28]=[C:27]([S:29](Cl)(=[O:31])=[O:30])[N:26]=[CH:25]1.C(N(CC)CC)C. (7) Given the product [Cl:37][C:22]1[C:23]([NH:25][C:26]2[C:31]([S:32]([CH3:35])(=[O:34])=[O:33])=[CH:30][CH:29]=[CH:28][C:27]=2[F:36])=[N:24][C:19]([NH:1][C:2]2[CH:3]=[CH:4][C:5]3[C:11]([CH3:12])([CH3:13])[CH2:10][CH2:9][C:8](=[O:14])[N:7]([CH2:15][CH3:16])[C:6]=3[CH:17]=2)=[N:20][CH:21]=1, predict the reactants needed to synthesize it. The reactants are: [NH2:1][C:2]1[CH:3]=[CH:4][C:5]2[C:11]([CH3:13])([CH3:12])[CH2:10][CH2:9][C:8](=[O:14])[N:7]([CH2:15][CH3:16])[C:6]=2[CH:17]=1.Cl[C:19]1[N:24]=[C:23]([NH:25][C:26]2[C:31]([S:32]([CH3:35])(=[O:34])=[O:33])=[CH:30][CH:29]=[CH:28][C:27]=2[F:36])[C:22]([Cl:37])=[CH:21][N:20]=1. (8) Given the product [C:17]1([C:16]2[N:3]3[CH:4]=[C:5]([C:12]([O:14][CH3:15])=[O:13])[C:6]4[C:11]([C:2]3=[N:25][N:24]=2)=[CH:10][CH:9]=[CH:8][CH:7]=4)[CH:22]=[CH:21][CH:20]=[CH:19][CH:18]=1, predict the reactants needed to synthesize it. The reactants are: Cl[C:2]1[C:11]2[C:6](=[CH:7][CH:8]=[CH:9][CH:10]=2)[C:5]([C:12]([O:14][CH3:15])=[O:13])=[CH:4][N:3]=1.[C:16]([NH:24][NH2:25])(=O)[C:17]1[CH:22]=[CH:21][CH:20]=[CH:19][CH:18]=1.O.